From a dataset of Forward reaction prediction with 1.9M reactions from USPTO patents (1976-2016). Predict the product of the given reaction. (1) Given the reactants [NH2:1][CH2:2][C@@H:3]1[CH2:7][CH2:6][N:5]([CH2:8][C@@H:9]([C:11]2[C:20]3[C:15](=[CH:16][CH:17]=[C:18]([O:21][CH3:22])[N:19]=3)[N:14]=[CH:13][C:12]=2[F:23])[OH:10])[CH2:4]1.[O:24]=[C:25]1[CH2:30][S:29][C:28]2[CH:31]=[CH:32][C:33]([CH:35]=O)=[N:34][C:27]=2[NH:26]1.[O-]S([O-])(=O)=O.[Na+].[Na+].[BH4-].[Na+], predict the reaction product. The product is: [F:23][C:12]1[CH:13]=[N:14][C:15]2[C:20]([C:11]=1[C@@H:9]([OH:10])[CH2:8][N:5]1[CH2:6][CH2:7][C@@H:3]([CH2:2][NH:1][CH2:35][C:33]3[CH:32]=[CH:31][C:28]4[S:29][CH2:30][C:25](=[O:24])[NH:26][C:27]=4[N:34]=3)[CH2:4]1)=[N:19][C:18]([O:21][CH3:22])=[CH:17][CH:16]=2. (2) Given the reactants [CH3:1][C:2]([CH3:28])([CH3:27])[C:3]([C:21]1[CH:22]=[N:23][CH:24]=[N:25][CH:26]=1)([C:5]1[CH:10]=[CH:9][C:8]([C:11]2[CH:16]=[CH:15][C:14]([Si](C)(C)C)=[CH:13][CH:12]=2)=[CH:7][N:6]=1)[OH:4].[I:29]Cl, predict the reaction product. The product is: [I:29][C:14]1[CH:15]=[CH:16][C:11]([C:8]2[CH:9]=[CH:10][C:5]([C:3]([C:21]3[CH:22]=[N:23][CH:24]=[N:25][CH:26]=3)([OH:4])[C:2]([CH3:28])([CH3:27])[CH3:1])=[N:6][CH:7]=2)=[CH:12][CH:13]=1. (3) Given the reactants [CH3:1][C:2]1[CH:11]=[CH:10][C:5]([C:6]([O:8][CH3:9])=[O:7])=[CH:4][C:3]=1[NH:12][C:13](=[O:32])[C:14]1[CH:19]=[C:18]([N:20]2[CH2:25][CH2:24][N:23]([CH:26]([CH3:28])[CH3:27])[CH2:22][CH2:21]2)[CH:17]=[CH:16][C:15]=1[N+:29]([O-])=O.[CH2:33](O)C, predict the reaction product. The product is: [CH3:1][C:2]1[CH:11]=[CH:10][C:5]([C:6]([O:8][CH3:9])=[O:7])=[CH:4][C:3]=1[N:12]1[C:13](=[O:32])[C:14]2[C:15](=[CH:16][CH:17]=[C:18]([N:20]3[CH2:25][CH2:24][N:23]([CH:26]([CH3:28])[CH3:27])[CH2:22][CH2:21]3)[CH:19]=2)[N:29]=[CH:33]1. (4) Given the reactants Cl.[F:2][C:3]1[CH:8]=[C:7]([CH:9]2[CH2:14][CH2:13][NH:12][CH2:11][CH2:10]2)[CH:6]=[CH:5][C:4]=1[CH2:15][N:16]([CH2:27][C:28]([F:31])([F:30])[F:29])[S:17]([CH2:20][C:21]1[CH:26]=[CH:25][CH:24]=[CH:23][CH:22]=1)(=[O:19])=[O:18].C(N(CC)C(C)C)(C)C.[C:41](Cl)(=[O:43])[CH3:42], predict the reaction product. The product is: [C:41]([N:12]1[CH2:13][CH2:14][CH:9]([C:7]2[CH:6]=[CH:5][C:4]([CH2:15][N:16]([CH2:27][C:28]([F:31])([F:29])[F:30])[S:17]([CH2:20][C:21]3[CH:26]=[CH:25][CH:24]=[CH:23][CH:22]=3)(=[O:19])=[O:18])=[C:3]([F:2])[CH:8]=2)[CH2:10][CH2:11]1)(=[O:43])[CH3:42]. (5) Given the reactants [Br:1][C:2]1[CH:3]=[CH:4][C:5]([OH:10])=[C:6]([CH:9]=1)[CH:7]=[O:8].C([O-])([O-])=O.[K+].[K+].[CH3:17][O:18][C:19](=[O:35])[C:20]([CH3:34])([CH3:33])[CH2:21]OS(C1C=CC(C)=CC=1)(=O)=O, predict the reaction product. The product is: [CH3:17][O:18][C:19](=[O:35])[C:20]([CH3:34])([CH3:33])[CH2:21][O:10][C:5]1[CH:4]=[CH:3][C:2]([Br:1])=[CH:9][C:6]=1[CH:7]=[O:8].